From a dataset of Reaction yield outcomes from USPTO patents with 853,638 reactions. Predict the reaction yield, written as a fraction of the theoretical maximum amount of product (1.0 means a 100% yield; for example, 0.34 means a 34% yield). The reactants are [C:1]([C:5]1[NH:6][C:7]2[CH:8]=[CH:9][C:10]([N+:16]([O-])=O)=[C:11]([C:14]#[N:15])[C:12]=2[CH:13]=1)([CH3:4])([CH3:3])[CH3:2]. The catalyst is CCOC(C)=O.[Ni]. The product is [NH2:16][C:10]1[CH:9]=[CH:8][C:7]2[NH:6][C:5]([C:1]([CH3:2])([CH3:4])[CH3:3])=[CH:13][C:12]=2[C:11]=1[C:14]#[N:15]. The yield is 0.510.